Dataset: Full USPTO retrosynthesis dataset with 1.9M reactions from patents (1976-2016). Task: Predict the reactants needed to synthesize the given product. (1) The reactants are: [OH:1][CH2:2][C:3]1[CH:4]=[C:5]2[C:10](=[CH:11][CH:12]=1)[N:9]([CH3:13])[CH:8]=[C:7]([O:14][CH2:15][C:16]1[CH:21]=[CH:20][C:19]([O:22][CH3:23])=[CH:18][CH:17]=1)[C:6]2=[O:24].CC(OI1(OC(C)=O)(OC(C)=O)OC(=O)C2C=CC=CC1=2)=O.C(=O)(O)[O-].[Na+]. Given the product [CH3:23][O:22][C:19]1[CH:18]=[CH:17][C:16]([CH2:15][O:14][C:7]2[C:6](=[O:24])[C:5]3[C:10](=[CH:11][CH:12]=[C:3]([CH:2]=[O:1])[CH:4]=3)[N:9]([CH3:13])[CH:8]=2)=[CH:21][CH:20]=1, predict the reactants needed to synthesize it. (2) Given the product [O:19]1[C:20]2[C:12]([C:2]([CH3:1])([CH3:11])[CH2:3][C:4]([CH2:6][NH:39][C:25]3[N:24]=[C:23]([CH2:21][CH3:22])[N:28]=[C:27]4[N:29]([C:32]5[CH:37]=[CH:36][CH:35]=[CH:34][C:33]=5[F:38])[N:30]=[CH:31][C:26]=34)([OH:5])[C:7]([F:8])([F:10])[F:9])=[CH:13][CH:14]=[CH:15][C:16]=2[CH2:17][CH2:18]1, predict the reactants needed to synthesize it. The reactants are: [CH3:1][C:2]([C:12]1[C:20]2[O:19][CH2:18][CH2:17][C:16]=2[CH:15]=[CH:14][CH:13]=1)([CH3:11])[CH2:3][C:4]1([C:7]([F:10])([F:9])[F:8])[CH2:6][O:5]1.[CH2:21]([C:23]1[N:28]=[C:27]2[N:29]([C:32]3[CH:37]=[CH:36][CH:35]=[CH:34][C:33]=3[F:38])[N:30]=[CH:31][C:26]2=[C:25]([NH2:39])[N:24]=1)[CH3:22]. (3) Given the product [CH2:34]([O:19][C:18](=[O:20])[CH2:17][CH2:16][CH2:15][CH2:14][CH2:13][CH2:12][CH2:11][CH2:10][CH2:9][CH2:8][CH2:7][CH2:6][CH2:5][CH2:4][CH2:3][CH2:2][C:1]([OH:22])=[O:21])[C:24]1[CH:29]=[CH:28][CH:27]=[CH:26][CH:25]=1, predict the reactants needed to synthesize it. The reactants are: [C:1]([OH:22])(=[O:21])[CH2:2][CH2:3][CH2:4][CH2:5][CH2:6][CH2:7][CH2:8][CH2:9][CH2:10][CH2:11][CH2:12][CH2:13][CH2:14][CH2:15][CH2:16][CH2:17][C:18]([OH:20])=[O:19].O.[C:24]1([CH3:34])[CH:29]=[CH:28][C:27](S(O)(=O)=O)=[CH:26][CH:25]=1.C(O)C1C=CC=CC=1. (4) Given the product [C:44]([OH:51])(=[O:50])/[CH:45]=[CH:46]/[C:47]([OH:49])=[O:48].[CH:1]([O:4][C:5]([C:7]1[CH:8]([C:35]2[CH:40]=[CH:39][CH:38]=[C:37]([N+:41]([O-:43])=[O:42])[CH:36]=2)[C:9]([C:15]([O:17][CH:18]2[CH2:19][N:20]([CH:22]([C:29]3[CH:34]=[CH:33][CH:32]=[CH:31][CH:30]=3)[C:23]3[CH:28]=[CH:27][CH:26]=[CH:25][CH:24]=3)[CH2:21]2)=[O:16])=[C:10]([NH2:14])[NH:11][C:12]=1[CH3:13])=[O:6])([CH3:3])[CH3:2].[NH2:14][C:10]1[NH:11][C:12]([CH3:13])=[C:7]([C:5]([O:4][CH:1]([CH3:2])[CH3:3])=[O:6])[CH:8]([C:35]2[CH:40]=[CH:39][CH:38]=[C:37]([N+:41]([O-:43])=[O:42])[CH:36]=2)[C:9]=1[C:15]([O:17][CH:18]1[CH2:19][N:20]([CH:22]([C:29]2[CH:34]=[CH:33][CH:32]=[CH:31][CH:30]=2)[C:23]2[CH:24]=[CH:25][CH:26]=[CH:27][CH:28]=2)[CH2:21]1)=[O:16], predict the reactants needed to synthesize it. The reactants are: [CH:1]([O:4][C:5]([C:7]1[CH:8]([C:35]2[CH:40]=[CH:39][CH:38]=[C:37]([N+:41]([O-:43])=[O:42])[CH:36]=2)[C:9]([C:15]([O:17][CH:18]2[CH2:21][N:20]([CH:22]([C:29]3[CH:34]=[CH:33][CH:32]=[CH:31][CH:30]=3)[C:23]3[CH:28]=[CH:27][CH:26]=[CH:25][CH:24]=3)[CH2:19]2)=[O:16])=[C:10]([NH2:14])[NH:11][C:12]=1[CH3:13])=[O:6])([CH3:3])[CH3:2].[C:44]([OH:51])(=[O:50])/[CH:45]=[CH:46]/[C:47]([OH:49])=[O:48].C(OC(C)C)(C)C. (5) Given the product [Cl:22][C:10]1[C:11]2[C:6](=[CH:5][CH:4]=[C:3]([O:2][CH3:1])[CH:12]=2)[C:7]([C:14]2[S:15][C:16]([CH3:19])=[CH:17][CH:18]=2)=[N:8][N:9]=1, predict the reactants needed to synthesize it. The reactants are: [CH3:1][O:2][C:3]1[CH:12]=[C:11]2[C:6]([C:7]([C:14]3[S:15][C:16]([CH3:19])=[CH:17][CH:18]=3)=[N:8][NH:9][C:10]2=O)=[CH:5][CH:4]=1.P(Cl)(Cl)([Cl:22])=O. (6) Given the product [F:1][CH:2]1[CH2:7][N:6]([C:23]([C:21]2[N:22]=[C:18]([CH3:17])[S:19][C:20]=2[C:26]2[CH:27]=[CH:28][CH:29]=[CH:30][CH:31]=2)=[O:24])[CH:5]([CH2:8][NH:9][C:10](=[O:16])[O:11][C:12]([CH3:13])([CH3:15])[CH3:14])[CH2:4][CH2:3]1, predict the reactants needed to synthesize it. The reactants are: [F:1][CH:2]1[CH2:7][NH:6][CH:5]([CH2:8][NH:9][C:10](=[O:16])[O:11][C:12]([CH3:15])([CH3:14])[CH3:13])[CH2:4][CH2:3]1.[CH3:17][C:18]1[S:19][C:20]([C:26]2[CH:31]=[CH:30][CH:29]=[CH:28][CH:27]=2)=[C:21]([C:23](O)=[O:24])[N:22]=1.C(N(C(C)C)CC)(C)C.CN(C(ON1N=NC2C=CC=NC1=2)=[N+](C)C)C.F[P-](F)(F)(F)(F)F. (7) Given the product [ClH:15].[C:27]([O:30][C:31]1[CH:32]=[C:33]2[C:34]([C@H:41]([CH2:47][Cl:48])[CH2:42][NH:43]2)=[C:35]2[C:36]([CH3:40])=[CH:37][NH:38][C:39]=12)(=[O:29])[CH3:28], predict the reactants needed to synthesize it. The reactants are: C(OC1C2C=CC=CC=2C2[C@H](C[Cl:15])CNC=2C=1)(=O)C.C(N(CC)CC)C.[C:27]([O:30][C:31]1[CH:32]=[C:33]2[N:43](C([O-])=O)[CH2:42][C@@H:41]([CH2:47][Cl:48])[C:34]2=[C:35]2[C:39]=1[NH:38][CH:37]=[C:36]2[CH3:40])(=[O:29])[CH3:28].CC(C)=O. (8) The reactants are: [CH3:1][O:2][CH2:3][CH:4]1[CH2:8][N:7]([C:9](=[O:20])[CH:10]([NH:15][C:16](=[O:19])[O:17][CH3:18])[CH:11]([O:13][CH3:14])[CH3:12])[CH:6]([C:21]2[NH:25][C:24]3[C:26]4[C:31]([CH:32]=[CH:33][C:23]=3[N:22]=2)=[CH:30][C:29]2[C:34]3[C:39]([CH2:40][O:41][C:28]=2[CH:27]=4)=[CH:38][C:37](B2OC(C)(C)C(C)(C)O2)=[CH:36][CH:35]=3)[CH2:5]1.I[C:52]1[NH:56][C:55]([C@@H:57]2[CH2:61][CH2:60][CH2:59][N:58]2[C:62]([O:64][C:65]([CH3:68])([CH3:67])[CH3:66])=[O:63])=[N:54][CH:53]=1.C(=O)([O-])[O-].[K+].[K+]. Given the product [CH3:18][O:17][C:16]([NH:15][C@H:10]([C:9]([N:7]1[CH2:8][C@@H:4]([CH2:3][O:2][CH3:1])[CH2:5][C@H:6]1[C:21]1[NH:25][C:24]2[C:26]3[C:31]([CH:32]=[CH:33][C:23]=2[N:22]=1)=[CH:30][C:29]1[C:34]2[C:39]([CH2:40][O:41][C:28]=1[CH:27]=3)=[CH:38][C:37]([C:52]1[NH:56][C:55]([C@@H:57]3[CH2:61][CH2:60][CH2:59][N:58]3[C:62]([O:64][C:65]([CH3:68])([CH3:67])[CH3:66])=[O:63])=[N:54][CH:53]=1)=[CH:36][CH:35]=2)=[O:20])[C@@H:11]([CH3:12])[O:13][CH3:14])=[O:19], predict the reactants needed to synthesize it.